The task is: Predict the product of the given reaction.. This data is from Forward reaction prediction with 1.9M reactions from USPTO patents (1976-2016). Given the reactants [Cl:1][C:2]1[CH:10]=[C:9]2[C:5]([CH2:6][CH2:7][C:8]2([CH3:12])[CH3:11])=[CH:4][CH:3]=1.S([O-])([O-])(=O)=[O:14].[Mg+2].[Mn]([O-])(=O)(=O)=O.[K+].C(O)(C)C, predict the reaction product. The product is: [Cl:1][C:2]1[CH:10]=[C:9]2[C:5](=[CH:4][CH:3]=1)[C:6](=[O:14])[CH2:7][C:8]2([CH3:12])[CH3:11].